This data is from Forward reaction prediction with 1.9M reactions from USPTO patents (1976-2016). The task is: Predict the product of the given reaction. (1) Given the reactants [NH2:1][C:2]1[C:3]2[N:4]([C:8]([C@H:20]3[CH2:25][CH2:24][C@H:23]([C:26]([O:28]C)=[O:27])[CH2:22][CH2:21]3)=[N:9][C:10]=2[C:11]2[NH:12][C:13]3[C:18]([CH:19]=2)=[CH:17][CH:16]=[CH:15][CH:14]=3)[CH:5]=[CH:6][N:7]=1, predict the reaction product. The product is: [NH2:1][C:2]1[C:3]2[N:4]([C:8]([C@H:20]3[CH2:21][CH2:22][C@H:23]([C:26]([OH:28])=[O:27])[CH2:24][CH2:25]3)=[N:9][C:10]=2[C:11]2[NH:12][C:13]3[C:18]([CH:19]=2)=[CH:17][CH:16]=[CH:15][CH:14]=3)[CH:5]=[CH:6][N:7]=1. (2) Given the reactants [Cl:1][C:2]1[N:7]=[C:6](Cl)[CH:5]=[CH:4][N:3]=1.[CH3:9][N:10]1[CH2:15][CH2:14][NH:13][CH2:12][CH2:11]1, predict the reaction product. The product is: [Cl:1][C:2]1[N:7]=[C:6]([N:13]2[CH2:14][CH2:15][N:10]([CH3:9])[CH2:11][CH2:12]2)[CH:5]=[CH:4][N:3]=1. (3) Given the reactants C(OC([NH:8][C:9]1[CH:14]=[CH:13][C:12]([C:15]2[S:16][CH:17]=[CH:18][CH:19]=2)=[CH:11][C:10]=1[NH:20][C:21]([C:23]1[CH:24]=[C:25]([C:29]2[C:30]([C:35](OCC)=O)=[CH:31][CH:32]=[CH:33][CH:34]=2)[CH:26]=[CH:27][CH:28]=1)=O)=O)(C)(C)C.[OH-:40].[K+].[NH2:42][OH:43].[OH2:44], predict the reaction product. The product is: [NH2:8][C:9]1[CH:14]=[CH:13][C:12]([C:15]2[S:16][CH:17]=[CH:18][CH:19]=2)=[CH:11][C:10]=1[NH:20][C:21]([C:23]1[CH:24]=[C:25]([C:29]2[C:30]([C:35]([NH:42][OH:43])=[O:44])=[CH:31][CH:32]=[CH:33][CH:34]=2)[CH:26]=[CH:27][CH:28]=1)=[O:40].